Dataset: Catalyst prediction with 721,799 reactions and 888 catalyst types from USPTO. Task: Predict which catalyst facilitates the given reaction. (1) Reactant: Cl.[CH3:2][O:3][C:4]1[CH:9]=[CH:8][C:7]([C:10]2[CH:15]=[CH:14][C:13]([CH:16](C(OC)=O)[C:17](OC)=[O:18])=[C:12]([N+:25]([O-])=O)[CH:11]=2)=[CH:6][CH:5]=1.[Sn]. Product: [CH3:2][O:3][C:4]1[CH:9]=[CH:8][C:7]([C:10]2[CH:11]=[C:12]3[C:13]([CH2:16][C:17](=[O:18])[NH:25]3)=[CH:14][CH:15]=2)=[CH:6][CH:5]=1. The catalyst class is: 14. (2) Reactant: [Br:1][C:2]1[CH:10]=[C:9](/[CH:11]=[CH:12]/[CH:13]([C:18]2[CH:23]=[C:22]([Cl:24])[C:21]([Cl:25])=[C:20]([Cl:26])[CH:19]=2)[C:14]([F:17])([F:16])[F:15])[CH:8]=[CH:7][C:3]=1[C:4](O)=[O:5].[CH2:27]([NH:29][C:30]([N:32]([CH3:34])[NH2:33])=[O:31])[CH3:28].Cl.CN(C)CCCN=C=NCC. Product: [Br:1][C:2]1[CH:10]=[C:9](/[CH:11]=[CH:12]/[CH:13]([C:18]2[CH:19]=[C:20]([Cl:26])[C:21]([Cl:25])=[C:22]([Cl:24])[CH:23]=2)[C:14]([F:17])([F:15])[F:16])[CH:8]=[CH:7][C:3]=1[C:4]([NH:33][N:32]([CH3:34])[C:30]([NH:29][CH2:27][CH3:28])=[O:31])=[O:5]. The catalyst class is: 142. (3) Reactant: [F:1][C:2]1[CH:7]=[CH:6][C:5]([N:8]2[C:12]3=[C:13]4[C:18](=[C:19]([C:21]5[CH:26]=[CH:25][CH:24]=[CH:23][CH:22]=5)[CH:20]=[C:11]3[C:10]([CH2:27][N:28]3C(=O)C5=CC=CC=C5C3=O)=[N:9]2)[CH:17]=[N:16][CH:15]=[CH:14]4)=[CH:4][CH:3]=1.O.NN. Product: [NH2:28][CH2:27][C:10]1[C:11]2[C:12](=[C:13]3[C:18](=[C:19]([C:21]4[CH:22]=[CH:23][CH:24]=[CH:25][CH:26]=4)[CH:20]=2)[CH:17]=[N:16][CH:15]=[CH:14]3)[N:8]([C:5]2[CH:4]=[CH:3][C:2]([F:1])=[CH:7][CH:6]=2)[N:9]=1. The catalyst class is: 14. (4) Reactant: [S:1]1[C:5]2[CH:6]=[CH:7][CH:8]=[CH:9][C:4]=2[NH:3][CH2:2]1.NC1C=CC=CC=1S.C=O.[CH3:20][N:21]([CH3:39])[C:22]([C:24]1[CH:25]=[C:26]([CH:30]=[C:31]([C:35]([F:38])([F:37])[F:36])[C:32]=1[O:33][CH3:34])[C:27](Cl)=[O:28])=[O:23]. Product: [CH3:39][N:21]([CH3:20])[C:22]([C:24]1[CH:25]=[C:26]([CH:30]=[C:31]([C:35]([F:36])([F:38])[F:37])[C:32]=1[O:33][CH3:34])[C:27]([N:3]1[C:4]2[CH:9]=[CH:8][CH:7]=[CH:6][C:5]=2[S:1][CH2:2]1)=[O:28])=[O:23]. The catalyst class is: 542. (5) The catalyst class is: 440. Reactant: [F:1][C:2]1[CH:7]=[C:6]([S:8]([CH3:11])(=[O:10])=[O:9])[CH:5]=[CH:4][C:3]=1[C:12]1[CH:17]=[CH:16][C:15]([O:18][CH2:19][CH:20]2[CH2:25][CH2:24][N:23](C(OC(C)(C)C)=O)[CH2:22][CH2:21]2)=[CH:14][CH:13]=1.[ClH:33]. Product: [ClH:33].[F:1][C:2]1[CH:7]=[C:6]([S:8]([CH3:11])(=[O:10])=[O:9])[CH:5]=[CH:4][C:3]=1[C:12]1[CH:13]=[CH:14][C:15]([O:18][CH2:19][CH:20]2[CH2:25][CH2:24][NH:23][CH2:22][CH2:21]2)=[CH:16][CH:17]=1. (6) Reactant: [C:1]([O:5][C:6]([N:8]1[CH2:13][CH2:12][CH:11]([C:14]([OH:16])=[O:15])[CH2:10][CH2:9]1)=[O:7])([CH3:4])([CH3:3])[CH3:2].[C:17](=O)([O-])[O-].[K+].[K+].IC. Product: [N:8]1([C:6]([O:5][C:1]([CH3:4])([CH3:2])[CH3:3])=[O:7])[CH2:13][CH2:12][CH:11]([C:14]([O:16][CH3:17])=[O:15])[CH2:10][CH2:9]1. The catalyst class is: 3. (7) Reactant: [NH2:1][C:2]1[CH:10]=[CH:9][CH:8]=[C:7]2[C:3]=1[CH2:4][O:5][C:6]2=[O:11].[CH:12](=O)[C:13]1[CH:18]=[CH:17][N:16]=[CH:15][CH:14]=1.S([O-])([O-])(=O)=O.[Na+].[Na+]. Product: [N:16]1[CH:17]=[CH:18][C:13](/[CH:12]=[N:1]/[C:2]2[CH:10]=[CH:9][CH:8]=[C:7]3[C:3]=2[CH2:4][O:5][C:6]3=[O:11])=[CH:14][CH:15]=1. The catalyst class is: 8.